This data is from Forward reaction prediction with 1.9M reactions from USPTO patents (1976-2016). The task is: Predict the product of the given reaction. (1) The product is: [ClH:26].[Cl:26][C:27]1[CH:28]=[CH:29][C:30]2[S:34][C:33]([S:35]([NH:1][C@H:2]3[CH2:6][CH2:5][N:4]([C:7]4[CH:24]=[CH:23][C:10]5[CH2:11][CH2:12][CH2:13][NH:14][CH2:15][C:9]=5[CH:8]=4)[C:3]3=[O:25])(=[O:37])=[O:36])=[CH:32][C:31]=2[CH:39]=1. Given the reactants [NH2:1][C@H:2]1[CH2:6][CH2:5][N:4]([C:7]2[CH:24]=[CH:23][C:10]3[CH2:11][CH2:12][CH2:13][N:14](C(OC(C)(C)C)=O)[CH2:15][C:9]=3[CH:8]=2)[C:3]1=[O:25].[Cl:26][C:27]1[CH:28]=[CH:29][C:30]2[S:34][C:33]([S:35](Cl)(=[O:37])=[O:36])=[CH:32][C:31]=2[CH:39]=1.ClC1SC(/C=C/S(N[C@H]2CCN(C3C=CC4CN(C(OC(C)(C)C)=O)CCCC=4C=3)C2=O)(=O)=O)=CC=1, predict the reaction product. (2) The product is: [N:25]([CH2:19][C@@H:4]1[O:3][C:2](=[O:1])[N:6]([C:7]2[CH:8]=[CH:9][C:10]3[CH2:16][CH2:15][CH2:14][C:13](=[O:17])[CH2:12][C:11]=3[CH:18]=2)[CH2:5]1)=[N+:26]=[N-:27]. Given the reactants [O:1]=[C:2]1[N:6]([C:7]2[CH:8]=[CH:9][C:10]3[CH2:16][CH2:15][CH2:14][C:13](=[O:17])[CH2:12][C:11]=3[CH:18]=2)[CH2:5][C@H:4]([CH2:19]OS(C)(=O)=O)[O:3]1.[N-:25]=[N+:26]=[N-:27].[Na+].CN(C)C=O, predict the reaction product. (3) Given the reactants [NH2:1][CH:2]1[N:8]=[C:7]([CH:9]([CH3:11])[CH3:10])[C:6]2[CH:12]=[CH:13][CH:14]=[CH:15][C:5]=2[N:4]([CH2:16][C:17]([N:19]2[CH2:25][CH:24]3[CH2:26][CH2:27][CH:21]([CH2:22][CH2:23]3)[CH2:20]2)=[O:18])[C:3]1=[O:28].[NH:29]1[C:33]([C:34]2[CH:35]=[C:36]([NH:40][C:41](=O)[O:42]C3C=CC([N+]([O-])=O)=CC=3)[CH:37]=[CH:38][CH:39]=2)=[N:32][N:31]=[N:30]1, predict the reaction product. The product is: [CH:24]12[CH2:23][CH2:22][CH:21]([CH2:27][CH2:26]1)[CH2:20][N:19]([C:17]([CH2:16][N:4]1[C:5]3[CH:15]=[CH:14][CH:13]=[CH:12][C:6]=3[C:7]([CH:9]([CH3:10])[CH3:11])=[N:8][CH:2]([NH:1][C:41]([NH:40][C:36]3[CH:37]=[CH:38][CH:39]=[C:34]([C:33]4[NH:29][N:30]=[N:31][N:32]=4)[CH:35]=3)=[O:42])[C:3]1=[O:28])=[O:18])[CH2:25]2. (4) Given the reactants [CH2:1]([O:3][C:4]1[CH:19]=[CH:18][C:7]([CH2:8][CH:9]([C:14]([O:16][CH3:17])=[O:15])[C:10]([O:12][CH3:13])=[O:11])=[CH:6][C:5]=1[CH2:20][OH:21])[CH3:2].[Cl:22][C:23]1[CH:28]=[CH:27][C:26]([N:29]=[C:30]=[O:31])=[CH:25][CH:24]=1, predict the reaction product. The product is: [Cl:22][C:23]1[CH:28]=[CH:27][C:26]([NH:29][C:30]([O:21][CH2:20][C:5]2[CH:6]=[C:7]([CH:18]=[CH:19][C:4]=2[O:3][CH2:1][CH3:2])[CH2:8][CH:9]([C:14]([O:16][CH3:17])=[O:15])[C:10]([O:12][CH3:13])=[O:11])=[O:31])=[CH:25][CH:24]=1. (5) Given the reactants Br[C:2]1[CH:11]=[CH:10][C:9]2[N:8]=[CH:7][C:6]3[N:12]([CH3:23])[C:13](=[O:22])[N:14]([C:15]4[C:16]([CH3:21])=[N:17][N:18]([CH3:20])[CH:19]=4)[C:5]=3[C:4]=2[CH:3]=1.[CH2:24]([NH:26][C:27](=[O:45])[C:28]1[CH:33]=[C:32](B2OC(C)(C)C(C)(C)O2)[CH:31]=[N:30][C:29]=1[NH:43][CH3:44])[CH3:25], predict the reaction product. The product is: [CH3:20][N:18]1[CH:19]=[C:15]([N:14]2[C:5]3[C:4]4[CH:3]=[C:2]([C:32]5[CH:31]=[N:30][C:29]([NH:43][CH3:44])=[C:28]([CH:33]=5)[C:27]([NH:26][CH2:24][CH3:25])=[O:45])[CH:11]=[CH:10][C:9]=4[N:8]=[CH:7][C:6]=3[N:12]([CH3:23])[C:13]2=[O:22])[C:16]([CH3:21])=[N:17]1. (6) Given the reactants [NH:1]1[CH2:4][CH:3]([O:5][C:6]2[CH:11]=[CH:10][C:9]([C:12]3[NH:21][C:20](=[O:22])[C:19]4[C:14](=[CH:15][C:16]([O:25][CH3:26])=[CH:17][C:18]=4[O:23][CH3:24])[N:13]=3)=[CH:8][C:7]=2[C:27]2[CH:32]=[CH:31][C:30]([C:33]#[N:34])=[CH:29][CH:28]=2)[CH2:2]1.C=O.O.[C:38]([O-])(=O)C.[Na+].C(O)(=O)C.C(O[BH-](OC(=O)C)OC(=O)C)(=O)C.[Na+], predict the reaction product. The product is: [CH3:24][O:23][C:18]1[CH:17]=[C:16]([O:25][CH3:26])[CH:15]=[C:14]2[C:19]=1[C:20](=[O:22])[NH:21][C:12]([C:9]1[CH:10]=[CH:11][C:6]([O:5][CH:3]3[CH2:2][N:1]([CH3:38])[CH2:4]3)=[C:7]([C:27]3[CH:28]=[CH:29][C:30]([C:33]#[N:34])=[CH:31][CH:32]=3)[CH:8]=1)=[N:13]2. (7) Given the reactants [CH2:1]([C:3]([C:21]1[CH:26]=[CH:25][C:24](OS(C(F)(F)F)(=O)=O)=[C:23]([CH3:35])[CH:22]=1)([C:6]1[CH:11]=[CH:10][C:9]([C:12]#[C:13][C:14]([CH2:18][CH3:19])([OH:17])[CH2:15][CH3:16])=[C:8]([CH3:20])[CH:7]=1)[CH2:4][CH3:5])[CH3:2].C([O-])(=O)C.[K+].[B:50]1([B:50]2[O:54][C:53]([CH3:56])([CH3:55])[C:52]([CH3:58])([CH3:57])[O:51]2)[O:54][C:53]([CH3:56])([CH3:55])[C:52]([CH3:58])([CH3:57])[O:51]1.C(=O)(O)[O-].[Na+], predict the reaction product. The product is: [CH2:15]([C:14]([OH:17])([CH2:18][CH3:19])[C:13]#[C:12][C:9]1[CH:10]=[CH:11][C:6]([C:3]([CH2:4][CH3:5])([C:21]2[CH:26]=[CH:25][C:24]([B:50]3[O:51][C:52]([CH3:57])([CH3:58])[C:53]([CH3:55])([CH3:56])[O:54]3)=[C:23]([CH3:35])[CH:22]=2)[CH2:1][CH3:2])=[CH:7][C:8]=1[CH3:20])[CH3:16].